From a dataset of Forward reaction prediction with 1.9M reactions from USPTO patents (1976-2016). Predict the product of the given reaction. Given the reactants [NH2:1][CH2:2][C:3]1[CH:10]=[CH:9][C:6]([C:7]#[N:8])=[C:5]([Br:11])[CH:4]=1.C([O-])([O-])=O.[Na+].[Na+].[CH3:18][C:19]([O:22][C:23](O[C:23]([O:22][C:19]([CH3:21])([CH3:20])[CH3:18])=[O:24])=[O:24])([CH3:21])[CH3:20], predict the reaction product. The product is: [Br:11][C:5]1[CH:4]=[C:3]([CH2:2][NH:1][C:23](=[O:24])[O:22][C:19]([CH3:21])([CH3:20])[CH3:18])[CH:10]=[CH:9][C:6]=1[C:7]#[N:8].